Dataset: Catalyst prediction with 721,799 reactions and 888 catalyst types from USPTO. Task: Predict which catalyst facilitates the given reaction. Reactant: [NH2:1][C:2]1[C:3]([C:7]([O:9][CH3:10])=[O:8])=[CH:4][S:5][CH:6]=1.Cl.[N:12]([O-])=O.[Na+].C([O-])([O-])=O.[K+].[K+].[CH3:22][NH:23][CH3:24]. Product: [CH3:22][N:23]([N:12]=[N:1][C:2]1[C:3]([C:7]([O:9][CH3:10])=[O:8])=[CH:4][S:5][CH:6]=1)[CH3:24]. The catalyst class is: 6.